This data is from Full USPTO retrosynthesis dataset with 1.9M reactions from patents (1976-2016). The task is: Predict the reactants needed to synthesize the given product. (1) Given the product [CH3:34][O:37][CH:4]1[CH2:3][N:2]([C:7]([C:9]2[N:10]=[C:11]([N:14]3[CH2:17][CH:16]([S:18][C:19]4[C@H:20]([CH3:33])[C@@H:21]5[C@@H:28]([C@H:29]([OH:31])[CH3:30])[C:27](=[O:32])[N:22]5[C:23]=4[C:24]([O:26][CH2:63][C:64]4[CH:69]=[CH:68][C:67]([N+:70]([O-:72])=[O:71])=[CH:66][CH:65]=4)=[O:25])[CH2:15]3)[S:12][CH:13]=2)=[O:8])[CH2:6]1, predict the reactants needed to synthesize it. The reactants are: [Na+].[N:2]1([C:7]([C:9]2[N:10]=[C:11]([N:14]3[CH2:17][CH:16]([S:18][C:19]4[C@H:20]([CH3:33])[C@@H:21]5[C@@H:28]([C@H:29]([OH:31])[CH3:30])[C:27](=[O:32])[N:22]5[C:23]=4[C:24]([O-:26])=[O:25])[CH2:15]3)[S:12][CH:13]=2)=[O:8])[CH2:6]C[CH2:4][CH2:3]1.[C:34]([OH:37])(=O)C.NN.C1(P(OC2[C@H](C)[C@H]3[C@@H]([C@H](O)C)C(=O)N3C=2C(O[CH2:63][C:64]2[CH:69]=[CH:68][C:67]([N+:70]([O-:72])=[O:71])=[CH:66][CH:65]=2)=O)(C2C=CC=CC=2)=O)C=CC=CC=1.C(N(C(C)C)CC)(C)C.C(=O)([O-])O.[Na+]. (2) Given the product [NH:17]([C:6]1[C:7]2[N:8]([N:9]=[C:10]([C:12]([F:15])([F:14])[F:13])[N:11]=2)[CH:3]=[CH:4][N:5]=1)[NH2:18], predict the reactants needed to synthesize it. The reactants are: Br.Br[C:3]1[N:8]2[N:9]=[C:10]([C:12]([F:15])([F:14])[F:13])[N:11]=[C:7]2[CH:6]=[N:5][CH:4]=1.O.[NH2:17][NH2:18]. (3) Given the product [Cl:3][CH2:22][C:7]1[CH:8]=[C:9]([C:12]#[C:13][C:14]2[CH:15]=[N:16][CH:17]=[C:18]([CH:21]=2)[C:19]#[N:20])[CH:10]=[CH:11][C:6]=1[F:5], predict the reactants needed to synthesize it. The reactants are: S(Cl)([Cl:3])=O.[F:5][C:6]1[CH:11]=[CH:10][C:9]([C:12]#[C:13][C:14]2[CH:15]=[N:16][CH:17]=[C:18]([CH:21]=2)[C:19]#[N:20])=[CH:8][C:7]=1[CH2:22]O. (4) Given the product [F:29][C:2]([F:1])([F:28])[C:3]1[CH:27]=[CH:26][C:6]([CH2:7][N:8]2[C:24](=[O:25])[N:11]3[N:12]=[CH:13][C:14]([C:17]4[CH:22]=[CH:21][C:20]([Cl:23])=[CH:19][CH:18]=4)=[C:15]([O:42][C:36]4[CH:41]=[CH:40][CH:39]=[CH:38][CH:37]=4)[C:10]3=[N:9]2)=[CH:5][CH:4]=1, predict the reactants needed to synthesize it. The reactants are: [F:1][C:2]([F:29])([F:28])[C:3]1[CH:27]=[CH:26][C:6]([CH2:7][N:8]2[C:24](=[O:25])[N:11]3[N:12]=[CH:13][C:14]([C:17]4[CH:22]=[CH:21][C:20]([Cl:23])=[CH:19][CH:18]=4)=[C:15](Cl)[C:10]3=[N:9]2)=[CH:5][CH:4]=1.C(=O)([O-])[O-].[K+].[K+].[C:36]1([OH:42])[CH:41]=[CH:40][CH:39]=[CH:38][CH:37]=1. (5) Given the product [CH2:20]([O:22][C:2]1[CH:3]=[CH:4][CH:5]=[C:6]2[C:10]=1[NH:9][C:8]([B:11]1[O:15][C:14]([CH3:17])([CH3:16])[C:13]([CH3:19])([CH3:18])[O:12]1)=[CH:7]2)[CH3:21], predict the reactants needed to synthesize it. The reactants are: Cl[C:2]1[CH:3]=[CH:4][CH:5]=[C:6]2[C:10]=1[NH:9][C:8]([B:11]1[O:15][C:14]([CH3:17])([CH3:16])[C:13]([CH3:19])([CH3:18])[O:12]1)=[CH:7]2.[CH2:20]([O:22]C1C=CC=C2C=1NC=C2)[CH3:21]. (6) Given the product [C:10]([C:13]1[CH:21]=[CH:20][C:16]([CH2:2][Cl:3])=[C:15]([CH3:22])[CH:14]=1)(=[O:12])[CH3:11], predict the reactants needed to synthesize it. The reactants are: Cl[CH2:2][Cl:3].C(Cl)(=O)C(Cl)=O.[C:10]([C:13]1[CH:21]=[CH:20][C:16](C(O)=O)=[C:15]([CH3:22])[CH:14]=1)(=[O:12])[CH3:11]. (7) Given the product [C:6]([C@@H:4]([C@H:2]([C:1]([OH:10])=[O:9])[OH:3])[OH:5])([OH:8])=[O:7].[F:11][C:12]1[CH:17]=[CH:16][CH:15]=[CH:14][C:13]=1[N:18]1[C:26]2[C:21](=[CH:22][CH:23]=[CH:24][CH:25]=2)[C:20]([O:27][CH:28]2[CH2:33][CH2:32][NH:31][CH2:30][CH2:29]2)=[N:19]1, predict the reactants needed to synthesize it. The reactants are: [C:1]([OH:10])(=[O:9])[C@@H:2]([C@H:4]([C:6]([OH:8])=[O:7])[OH:5])[OH:3].[F:11][C:12]1[CH:17]=[CH:16][CH:15]=[CH:14][C:13]=1[N:18]1[C:26]2[C:21](=[CH:22][CH:23]=[CH:24][CH:25]=2)[C:20]([O:27][CH:28]2[CH2:33][CH2:32][NH:31][CH2:30][CH2:29]2)=[N:19]1.N#N. (8) Given the product [F:13][C:10]1[CH:9]=[C:8]2[C:7](=[CH:12][CH:11]=1)[C:4](=[O:5])[O:26][C:14]2([CH2:33][CH2:32][CH2:31][CH2:30][O:29][CH3:28])[CH2:15][CH2:16][NH:17][CH3:25], predict the reactants needed to synthesize it. The reactants are: CC1(C)C[O:5][C:4]([C:7]2[CH:12]=[CH:11][C:10]([F:13])=[CH:9][C:8]=2[C:14](=[O:26])[CH2:15][CH2:16][N:17]([CH3:25])C(=O)OC(C)(C)C)=N1.[CH3:28][O:29][CH2:30][CH2:31][CH2:32][CH2:33][Mg]Cl.C(OCC)(=O)C. (9) Given the product [CH3:20][CH2:19][N:21]([C:3]([C:5]1[C:6](=[O:18])[N:7]([CH3:17])[C:8]2[CH:9]=[CH:10][CH:11]=[C:12]([Cl:16])[C:13]=2[C:14]=1[OH:15])=[O:4])[C:22]1[CH:23]=[CH:24][CH:25]=[CH:26][CH:27]=1, predict the reactants needed to synthesize it. The reactants are: CO[C:3]([C:5]1[C:6](=[O:18])[N:7]([CH3:17])[C:8]2[C:13]([C:14]=1[OH:15])=[C:12]([Cl:16])[CH:11]=[CH:10][CH:9]=2)=[O:4].[CH2:19]([NH:21][C:22]1[CH:27]=[CH:26][CH:25]=[CH:24][CH:23]=1)[CH3:20].CCCCCCC. (10) Given the product [C:16]([O:15][C:13]([N:7]1[CH2:8][CH:9]([CH3:12])[CH2:10][CH2:11][C@H:6]1[C:4]([OH:5])=[O:3])=[O:14])([CH3:17])([CH3:18])[CH3:19], predict the reactants needed to synthesize it. The reactants are: CC[O:3][C:4]([C@@H:6]1[CH2:11][CH2:10][CH:9]([CH3:12])[CH2:8][N:7]1[C:13]([O:15][C:16]([CH3:19])([CH3:18])[CH3:17])=[O:14])=[O:5].O.[OH-].[Li+].